This data is from Forward reaction prediction with 1.9M reactions from USPTO patents (1976-2016). The task is: Predict the product of the given reaction. (1) The product is: [OH:4][CH2:3][C@@H:2]([NH:1][S:23]([C:20]1[CH:21]=[CH:22][C:17]([CH2:12][CH3:13])=[CH:18][CH:19]=1)(=[O:25])=[O:24])[CH2:5][CH3:6]. Given the reactants [NH2:1][C@@H:2]([CH2:5][CH3:6])[CH2:3][OH:4].C(N([CH2:12][CH3:13])CC)C.C(Cl)Cl.[C:17]1(C)[CH:22]=[CH:21][C:20]([S:23](Cl)(=[O:25])=[O:24])=[CH:19][CH:18]=1, predict the reaction product. (2) Given the reactants [CH3:1][O:2][C:3](=[O:12])[C@H:4]([CH3:11])[CH2:5]OS(C)(=O)=O.[N-:13]=[N+:14]=[N-:15].[Na+].C(OC(=O)CC(C)=O)C, predict the reaction product. The product is: [CH3:1][O:2][C:3](=[O:12])[C@H:4]([CH3:11])[CH2:5][N:13]=[N+:14]=[N-:15]. (3) The product is: [F:1][C:2]1[CH:7]=[CH:6][C:5]([CH2:8][CH2:9][S:10]([N:13]2[CH2:14][CH2:15][CH:16]([CH2:19][NH:20][C:26](=[O:27])[C:25]3[CH:29]=[CH:30][C:22]([OH:21])=[CH:23][CH:24]=3)[CH2:17][CH2:18]2)(=[O:11])=[O:12])=[CH:4][CH:3]=1. Given the reactants [F:1][C:2]1[CH:7]=[CH:6][C:5]([CH2:8][CH2:9][S:10]([N:13]2[CH2:18][CH2:17][CH:16]([CH2:19][NH2:20])[CH2:15][CH2:14]2)(=[O:12])=[O:11])=[CH:4][CH:3]=1.[OH:21][C:22]1[CH:30]=[CH:29][C:25]([C:26](O)=[O:27])=[CH:24][CH:23]=1, predict the reaction product. (4) Given the reactants C(OC([N:8]1[C:16]2[C:11](=[C:12]([CH3:17])[CH:13]=[CH:14][CH:15]=2)[CH:10]=[C:9]1[C:18]1[CH:23]=[CH:22][C:21]([Cl:24])=[C:20]([S:25](=[O:34])(=[O:33])[NH:26][CH:27]2[CH2:32][CH2:31][CH2:30][CH2:29][CH2:28]2)[CH:19]=1)=O)(C)(C)C, predict the reaction product. The product is: [Cl:24][C:21]1[CH:22]=[CH:23][C:18]([C:9]2[NH:8][C:16]3[C:11]([CH:10]=2)=[C:12]([CH3:17])[CH:13]=[CH:14][CH:15]=3)=[CH:19][C:20]=1[S:25]([NH:26][CH:27]1[CH2:28][CH2:29][CH2:30][CH2:31][CH2:32]1)(=[O:34])=[O:33]. (5) Given the reactants F[C:2]1[C:7]([C:8]2[N:16]=[CH:15][N:14]=[C:13]3[C:9]=2[N:10]=[CH:11][N:12]3C2CCCCO2)=[CH:6][CH:5]=[CH:4][N:3]=1.[NH2:23][C:24]1[C:25]([F:43])=[C:26]([NH:31][S:32]([C:35]2[CH:40]=[CH:39][C:38]([F:41])=[C:37]([F:42])[CH:36]=2)(=[O:34])=[O:33])[CH:27]=[CH:28][C:29]=1[F:30], predict the reaction product. The product is: [N:16]1[C:8]([C:7]2[C:2]([NH:23][C:24]3[C:25]([F:43])=[C:26]([NH:31][S:32]([C:35]4[CH:40]=[CH:39][C:38]([F:41])=[C:37]([F:42])[CH:36]=4)(=[O:34])=[O:33])[CH:27]=[CH:28][C:29]=3[F:30])=[N:3][CH:4]=[CH:5][CH:6]=2)=[C:9]2[C:13]([NH:12][CH:11]=[N:10]2)=[N:14][CH:15]=1. (6) Given the reactants C1(C2N=NC(NNC(=O)CC3C=C4C(=CC=3)N=CC=C4)=NC=2)C=CC=CC=1.[F:28][C:29]1[CH:34]=[CH:33][C:32]([C:35]2[N:40]=[N:39][C:38]([NH:41][NH:42][C:43](=O)[CH2:44][O:45][C:46]3[C:55]4[C:50](=[CH:51][C:52]([O:58][CH3:59])=[C:53]([O:56][CH3:57])[CH:54]=4)[N:49]=[CH:48][CH:47]=3)=[N:37][CH:36]=2)=[CH:31][CH:30]=1, predict the reaction product. The product is: [CH3:57][O:56][C:53]1[CH:54]=[C:55]2[C:50](=[CH:51][C:52]=1[O:58][CH3:59])[N:49]=[CH:48][CH:47]=[C:46]2[O:45][CH2:44][C:43]1[N:39]2[N:40]=[C:35]([C:32]3[CH:33]=[CH:34][C:29]([F:28])=[CH:30][CH:31]=3)[CH:36]=[N:37][C:38]2=[N:41][N:42]=1.